This data is from Forward reaction prediction with 1.9M reactions from USPTO patents (1976-2016). The task is: Predict the product of the given reaction. (1) Given the reactants [C:1]([O:8][CH2:9][CH3:10])(=[O:7])[C:2]([O:4]CC)=O.S(=O)(=O)(O)O.[C:16]1([CH3:22])[CH:21]=[CH:20][CH:19]=[CH:18][CH:17]=1, predict the reaction product. The product is: [CH3:22][C:16]1[CH:21]=[CH:20][CH:19]=[CH:18][C:17]=1[C:2](=[O:4])[C:1]([O:8][CH2:9][CH3:10])=[O:7]. (2) Given the reactants [CH3:1][N:2]1[CH:6]=[C:5]([C:7]([O-:9])=[O:8])[CH:4]=[N:3]1.[OH-].[Na+].O, predict the reaction product. The product is: [CH3:1][N:2]1[CH:6]=[C:5]([C:7]([OH:9])=[O:8])[CH:4]=[N:3]1. (3) The product is: [O:1]1[CH2:2][CH2:3][N:4]([CH2:7][C:8]2[CH:9]=[C:10]([NH:11][C:25](=[O:26])[NH:28][C:29]3[CH:30]=[CH:31][C:32]([NH:35][C:36](=[O:42])[O:37][C:38]([CH3:39])([CH3:41])[CH3:40])=[CH:33][CH:34]=3)[CH:12]=[CH:13][CH:14]=2)[CH2:5][CH2:6]1. Given the reactants [O:1]1[CH2:6][CH2:5][N:4]([CH2:7][C:8]2[CH:9]=[C:10]([CH:12]=[CH:13][CH:14]=2)[NH2:11])[CH2:3][CH2:2]1.[N+](C1C=CC([ClH][C:25](=O)[O-:26])=CC=1)([O-])=O.[NH2:28][C:29]1[CH:34]=[CH:33][C:32]([NH:35][C:36](=[O:42])[O:37][C:38]([CH3:41])([CH3:40])[CH3:39])=[CH:31][CH:30]=1, predict the reaction product.